Dataset: Forward reaction prediction with 1.9M reactions from USPTO patents (1976-2016). Task: Predict the product of the given reaction. (1) Given the reactants [F:1][C:2]1[CH:11]=[CH:10][C:5]([CH2:6][N:7]=[C:8]=[O:9])=[CH:4][CH:3]=1.[NH2:12][C:13]1[N:18]=[N:17][C:16]([N:19]2[CH2:24][CH2:23][N:22]([C:25]([C:27]3[CH:32]=[CH:31][CH:30]=[CH:29][C:28]=3[C:33]([F:36])([F:35])[F:34])=[O:26])[CH2:21][CH2:20]2)=[CH:15][CH:14]=1, predict the reaction product. The product is: [F:1][C:2]1[CH:3]=[CH:4][C:5]([CH2:6][NH:7][C:8]([NH:12][C:13]2[N:18]=[N:17][C:16]([N:19]3[CH2:20][CH2:21][N:22]([C:25](=[O:26])[C:27]4[CH:32]=[CH:31][CH:30]=[CH:29][C:28]=4[C:33]([F:36])([F:35])[F:34])[CH2:23][CH2:24]3)=[CH:15][CH:14]=2)=[O:9])=[CH:10][CH:11]=1. (2) Given the reactants [Br:1][C:2]1[CH:3]=[C:4]2[C@:15]3([CH2:19][S:18][C:17]([NH2:20])=[N:16]3)[C:14]3[C:9](=[CH:10][CH:11]=[C:12](I)[CH:13]=3)[O:8][C:5]2=[N:6][CH:7]=1.C(=O)([O-])[O-].[K+].[K+].[F:28][C:29]1[CH:34]=[CH:33][N:32]=[CH:31][C:30]=1B(O)O.O1CCOCC1, predict the reaction product. The product is: [Br:1][C:2]1[CH:3]=[C:4]2[C@:15]3([CH2:19][S:18][C:17]([NH2:20])=[N:16]3)[C:14]3[C:9](=[CH:10][CH:11]=[C:12]([C:30]4[CH:31]=[N:32][CH:33]=[CH:34][C:29]=4[F:28])[CH:13]=3)[O:8][C:5]2=[N:6][CH:7]=1. (3) Given the reactants [F:1][C:2]1[CH:11]=[CH:10][CH:9]=[C:8]2[C:3]=1[N:4]=[C:5](O)[C:6]([C:12]([O:14][CH2:15][CH3:16])=[O:13])=[N:7]2.O(Cl)[Cl:19].[P+5], predict the reaction product. The product is: [Cl:19][C:5]1[C:6]([C:12]([O:14][CH2:15][CH3:16])=[O:13])=[N:7][C:8]2[C:3]([N:4]=1)=[C:2]([F:1])[CH:11]=[CH:10][CH:9]=2. (4) Given the reactants [Si:1]([O:8][C@H:9]1[C@H:14]([CH3:15])[C@@H:13]([CH3:16])[O:12][C@@H:11]([C:17]2[CH:22]=[CH:21][N:20]=[CH:19][C:18]=2[N+:23]([O-])=O)[CH2:10]1)([C:4]([CH3:7])([CH3:6])[CH3:5])([CH3:3])[CH3:2], predict the reaction product. The product is: [Si:1]([O:8][C@H:9]1[C@H:14]([CH3:15])[C@@H:13]([CH3:16])[O:12][C@@H:11]([C:17]2[CH:22]=[CH:21][N:20]=[CH:19][C:18]=2[NH2:23])[CH2:10]1)([C:4]([CH3:6])([CH3:7])[CH3:5])([CH3:2])[CH3:3]. (5) Given the reactants Cl.[CH3:2][C:3]1([CH3:26])[CH2:12][CH2:11][C:10]([CH3:14])([CH3:13])[C:9]2[CH:8]=[C:7]([C:15]3[N:19]=[C:18]([CH:20]4[CH2:25][CH2:24][NH:23][CH2:22][CH2:21]4)[O:17][N:16]=3)[CH:6]=[CH:5][C:4]1=2.C([O:30][CH2:31][CH2:32][CH2:33][CH2:34]Br)(=O)C.[OH-].[Na+], predict the reaction product. The product is: [CH3:2][C:3]1([CH3:26])[CH2:12][CH2:11][C:10]([CH3:13])([CH3:14])[C:9]2[CH:8]=[C:7]([C:15]3[N:19]=[C:18]([CH:20]4[CH2:25][CH2:24][N:23]([CH2:34][CH2:33][CH2:32][CH2:31][OH:30])[CH2:22][CH2:21]4)[O:17][N:16]=3)[CH:6]=[CH:5][C:4]1=2. (6) Given the reactants Cl[C:2]1[CH:18]=[CH:17][C:5]([C:6]([NH:8][C:9]2[CH:14]=[CH:13][C:12]([O:15][CH3:16])=[CH:11][CH:10]=2)=[O:7])=[CH:4][N:3]=1.[CH3:19][C:20]1[CH:33]=[CH:32][C:23]([C:24]([NH:26][N:27]2[NH:31][CH:30]=[CH:29][S:28]2)=[O:25])=[CH:22][C:21]=1B1OC(C)(C)C(C)(C)O1, predict the reaction product. The product is: [CH3:16][O:15][C:12]1[CH:13]=[CH:14][C:9]([NH:8][C:6](=[O:7])[C:5]2[CH:17]=[CH:18][C:2]([C:21]3[CH:22]=[C:23]([C:24](=[O:25])[NH:26][N:27]4[NH:31][CH:30]=[CH:29][S:28]4)[CH:32]=[CH:33][C:20]=3[CH3:19])=[N:3][CH:4]=2)=[CH:10][CH:11]=1. (7) Given the reactants Cl[C:2]1[S:6][C:5]([C:7](=[O:9])[CH3:8])=[CH:4][C:3]=1[N+:10]([O-:12])=[O:11].[Na].[Cl:14][C:15]1[CH:16]=[N+:17]([O-:23])[CH:18]=[C:19]([Cl:22])[C:20]=1[SH:21].C(=O)([O-])[O-].[K+].[K+], predict the reaction product. The product is: [Cl:14][C:15]1[CH:16]=[N+:17]([O-:23])[CH:18]=[C:19]([Cl:22])[C:20]=1[S:21][C:2]1[S:6][C:5]([C:7](=[O:9])[CH3:8])=[CH:4][C:3]=1[N+:10]([O-:12])=[O:11].